This data is from Peptide-MHC class I binding affinity with 185,985 pairs from IEDB/IMGT. The task is: Regression. Given a peptide amino acid sequence and an MHC pseudo amino acid sequence, predict their binding affinity value. This is MHC class I binding data. (1) The peptide sequence is VTGGVFLVDK. The MHC is HLA-A03:01 with pseudo-sequence HLA-A03:01. The binding affinity (normalized) is 0.479. (2) The peptide sequence is SAPQQLCTM. The MHC is HLA-A02:01 with pseudo-sequence HLA-A02:01. The binding affinity (normalized) is 0. (3) The MHC is HLA-B08:01 with pseudo-sequence HLA-B08:01. The peptide sequence is YRRKLTNPA. The binding affinity (normalized) is 0.351. (4) The peptide sequence is CSRVIFPLQE. The MHC is Mamu-B03 with pseudo-sequence Mamu-B03. The binding affinity (normalized) is 0.0319.